Predict the reaction yield, written as a fraction of the theoretical maximum amount of product (1.0 means a 100% yield; for example, 0.34 means a 34% yield). From a dataset of Reaction yield outcomes from USPTO patents with 853,638 reactions. (1) The reactants are C(Cl)CCl.C1C=NC2N(O)N=NC=2C=1.[NH2:15][C:16]1[CH:17]=[N:18][CH:19]=[CH:20][C:21]=1[C@H:22]1[CH2:27][C@@H:26]([NH:28][C:29](=[O:35])[O:30][C:31]([CH3:34])([CH3:33])[CH3:32])[C@@H:25]([C:36]#[N:37])[C@@H:24]([CH3:38])[CH2:23]1.[F:39][C:40]1[CH:45]=[CH:44][CH:43]=[C:42]([F:46])[C:41]=1[C:47]1[N:52]=[C:51]([C:53]([OH:55])=[O:54])[CH:50]=[CH:49][C:48]=1[F:56]. The catalyst is CN(C=O)C.O. The product is [C:36]([C@H:25]1[C@@H:24]([CH3:38])[CH2:23][C@@H:22]([C:21]2[CH:20]=[CH:19][N:18]=[CH:17][C:16]=2[NH:15][C:53](=[O:54])[C:51]2[CH:50]=[CH:49][C:48]([F:56])=[C:47]([C:41]3[C:40]([F:39])=[CH:45][CH:44]=[CH:43][C:42]=3[F:46])[N:52]=2)[CH2:27][C@H:26]1[NH:28][C:29](=[O:35])[O:30][C:31]([CH3:32])([CH3:33])[CH3:34])#[N:37].[C:36]([C@@H:25]1[C@H:24]([CH3:38])[CH2:23][C@H:22]([C:21]2[CH:20]=[CH:19][N:18]=[CH:17][C:16]=2[NH:15][C:53](=[O:55])[C:51]2[CH:50]=[CH:49][C:48]([F:56])=[C:47]([C:41]3[C:42]([F:46])=[CH:43][CH:44]=[CH:45][C:40]=3[F:39])[N:52]=2)[CH2:27][C@@H:26]1[NH:28][C:29](=[O:35])[O:30][C:31]([CH3:34])([CH3:33])[CH3:32])#[N:37]. The yield is 0.250. (2) The reactants are [C:1]([N:8]1[CH2:13][CH2:12][C:11](=[O:14])[CH2:10][CH:9]1[CH3:15])([O:3][C:4]([CH3:7])([CH3:6])[CH3:5])=[O:2].[BH4-].[Na+]. The catalyst is CO. The product is [OH:14][CH:11]1[CH2:12][CH2:13][N:8]([C:1]([O:3][C:4]([CH3:7])([CH3:6])[CH3:5])=[O:2])[CH:9]([CH3:15])[CH2:10]1. The yield is 1.00. (3) The product is [F:29][C:10]1[CH:11]=[C:12]([C@@H:15]2[CH2:20][CH2:19][N:18]([C:21]([O:23][C:24]([CH3:26])([CH3:25])[CH3:27])=[O:22])[CH2:17][C@H:16]2[OH:28])[CH:13]=[CH:14][C:9]=1[OH:8]. The catalyst is CO.[Pd]. The reactants are C([O:8][C:9]1[CH:14]=[CH:13][C:12]([C@@H:15]2[CH2:20][CH2:19][N:18]([C:21]([O:23][C:24]([CH3:27])([CH3:26])[CH3:25])=[O:22])[CH2:17][C@H:16]2[OH:28])=[CH:11][C:10]=1[F:29])C1C=CC=CC=1. The yield is 0.960. (4) The reactants are [C:1]([O:5][C@@H:6]([C:11]1[C:40]([CH3:41])=[CH:39][C:38]2=[N:42][C:35]3=[CH:36][N:37]2[C:12]=1[N:13]1[CH2:47][CH2:46][C:16]([CH3:48])([O:17][CH2:18][CH2:19][CH2:20][CH2:21][C@H:22]([CH3:45])[O:23][C:24]2[CH:25]=[CH:26][C:27]([CH3:44])=[CH:28][C:29]=2[C:30]2[CH:43]=[C:34]3[CH:33]=[CH:32][CH:31]=2)[CH2:15][CH2:14]1)[C:7]([O:9]C)=[O:8])([CH3:4])([CH3:3])[CH3:2].C1C(=O)N([Cl:56])C(=O)C1.O.O[Li].O. The catalyst is CC#N.C1COCC1. The product is [C:1]([O:5][C@@H:6]([C:11]1[C:40]([CH3:41])=[CH:39][C:38]2=[N:42][C:35]3=[C:36]([Cl:56])[N:37]2[C:12]=1[N:13]1[CH2:47][CH2:46][C:16]([CH3:48])([O:17][CH2:18][CH2:19][CH2:20][CH2:21][C@H:22]([CH3:45])[O:23][C:24]2[CH:25]=[CH:26][C:27]([CH3:44])=[CH:28][C:29]=2[C:30]2[CH:43]=[C:34]3[CH:33]=[CH:32][CH:31]=2)[CH2:15][CH2:14]1)[C:7]([OH:9])=[O:8])([CH3:4])([CH3:3])[CH3:2]. The yield is 0.480.